This data is from Reaction yield outcomes from USPTO patents with 853,638 reactions. The task is: Predict the reaction yield, written as a fraction of the theoretical maximum amount of product (1.0 means a 100% yield; for example, 0.34 means a 34% yield). The yield is 0.510. No catalyst specified. The reactants are [F:1][C:2]1[CH:3]=[C:4]([C:8]2[CH:12]=[C:11]([C:13]([F:16])([F:15])[F:14])[O:10][N:9]=2)[CH:5]=[CH:6][CH:7]=1.C1(C2[C:27](C3N=CN(C4C=CC=CC=4)C=3)=[C:26](C(F)(F)F)[O:25]N=2)C=CC=CC=1. The product is [F:1][C:2]1[CH:3]=[C:4]([C:8]2[C:12]([C:26](=[O:25])[CH3:27])=[C:11]([C:13]([F:14])([F:15])[F:16])[O:10][N:9]=2)[CH:5]=[CH:6][CH:7]=1.